This data is from Forward reaction prediction with 1.9M reactions from USPTO patents (1976-2016). The task is: Predict the product of the given reaction. (1) Given the reactants C([O:5][C:6](=[O:17])[CH2:7][O:8][C:9]1[CH:14]=[CH:13][C:12]([Cl:15])=[CH:11][C:10]=1Br)(C)(C)C.[C:18]1([C:24]#[CH:25])[CH:23]=[CH:22][CH:21]=[CH:20][CH:19]=1.C(N(CC)CC)C, predict the reaction product. The product is: [Cl:15][C:12]1[CH:13]=[CH:14][C:9]([O:8][CH2:7][C:6]([OH:5])=[O:17])=[C:10]([C:25]#[C:24][C:18]2[CH:23]=[CH:22][CH:21]=[CH:20][CH:19]=2)[CH:11]=1. (2) Given the reactants [Li+].[OH-].[Cl:3][C:4]1[CH:35]=[CH:34][CH:33]=[C:32]([Cl:36])[C:5]=1[C:6]([NH:8][C@H:9]([C:28]([O:30]C)=[O:29])[CH2:10][C:11]1[CH:16]=[CH:15][C:14]([C:17]#[C:18][CH2:19][CH2:20][NH:21][C:22]2[CH:27]=[CH:26][CH:25]=[CH:24][N:23]=2)=[CH:13][CH:12]=1)=[O:7], predict the reaction product. The product is: [Cl:3][C:4]1[CH:35]=[CH:34][CH:33]=[C:32]([Cl:36])[C:5]=1[C:6]([NH:8][C@H:9]([C:28]([OH:30])=[O:29])[CH2:10][C:11]1[CH:12]=[CH:13][C:14]([C:17]#[C:18][CH2:19][CH2:20][NH:21][C:22]2[CH:27]=[CH:26][CH:25]=[CH:24][N:23]=2)=[CH:15][CH:16]=1)=[O:7]. (3) Given the reactants [NH2:1][C:2]1[N:7]=[CH:6][N:5]=[C:4]2[N:8]([CH:12]3[CH2:16][CH2:15][N:14]([C:17](=[O:22])[CH2:18][N:19]([CH3:21])[CH3:20])[CH2:13]3)[N:9]=[C:10](I)[C:3]=12.CC1(C)C(C)(C)OB([C:31]2[CH:36]=[CH:35][C:34]([NH:37][C:38]3[O:39][C:40]4[C:46]([CH3:47])=[CH:45][C:44]([CH3:48])=[CH:43][C:41]=4[N:42]=3)=[CH:33][CH:32]=2)O1, predict the reaction product. The product is: [NH2:1][C:2]1[N:7]=[CH:6][N:5]=[C:4]2[N:8]([CH:12]3[CH2:16][CH2:15][N:14]([C:17](=[O:22])[CH2:18][N:19]([CH3:21])[CH3:20])[CH2:13]3)[N:9]=[C:10]([C:31]3[CH:32]=[CH:33][C:34]([NH:37][C:38]4[O:39][C:40]5[C:46]([CH3:47])=[CH:45][C:44]([CH3:48])=[CH:43][C:41]=5[N:42]=4)=[CH:35][CH:36]=3)[C:3]=12. (4) Given the reactants [CH3:1][C:2]1[CH:7]=[C:6]([CH3:8])[N:5]=[C:4]([N:9]2[CH2:16][CH:15]3[CH:11]([CH2:12][NH:13][CH2:14]3)[CH2:10]2)[N:3]=1.CC(O)=O.CCN(CC)CC.[O:28]1[C:32]2[C:33]([C:37](Cl)=[O:38])=[CH:34][CH:35]=[CH:36][C:31]=2[CH2:30][CH2:29]1, predict the reaction product. The product is: [O:28]1[C:32]2[C:33]([C:37]([N:13]3[CH2:14][CH:15]4[CH:11]([CH2:10][N:9]([C:4]5[N:5]=[C:6]([CH3:8])[CH:7]=[C:2]([CH3:1])[N:3]=5)[CH2:16]4)[CH2:12]3)=[O:38])=[CH:34][CH:35]=[CH:36][C:31]=2[CH2:30][CH2:29]1. (5) Given the reactants Br[CH2:2][C:3]1[CH:12]=[CH:11][C:6]([C:7]([O:9][CH3:10])=[O:8])=[CH:5][CH:4]=1.[NH2:13][C:14]1[CH:19]=[CH:18][CH:17]=[CH:16][CH:15]=1.C(=O)([O-])[O-].[K+].[K+], predict the reaction product. The product is: [C:14]1([NH:13][CH2:2][C:3]2[CH:12]=[CH:11][C:6]([C:7]([O:9][CH3:10])=[O:8])=[CH:5][CH:4]=2)[CH:19]=[CH:18][CH:17]=[CH:16][CH:15]=1. (6) Given the reactants I[C:2]1[CH:14]=[CH:13][C:12]2[C:11]3[C:6](=[CH:7][C:8](I)=[CH:9][CH:10]=3)[C:5]([CH2:26][CH2:27][O:28][CH2:29][CH2:30][O:31][CH2:32][CH2:33][O:34][CH3:35])([CH2:16][CH2:17][O:18][CH2:19][CH2:20][O:21][CH2:22][CH2:23][O:24][CH3:25])[C:4]=2[CH:3]=1.C(C1(CCCC)C2C=C([C:53]#[C:54][C:55]([CH3:58])([OH:57])[CH3:56])C=CC=2C2C1=CC([C:53]#[C:54][C:55]([CH3:58])([OH:57])[CH3:56])=CC=2)CCC, predict the reaction product. The product is: [CH3:25][O:24][CH2:23][CH2:22][O:21][CH2:20][CH2:19][O:18][CH2:17][CH2:16][C:5]1([CH2:26][CH2:27][O:28][CH2:29][CH2:30][O:31][CH2:32][CH2:33][O:34][CH3:35])[C:6]2[CH:7]=[C:8]([C:53]#[C:54][C:55]([CH3:58])([OH:57])[CH3:56])[CH:9]=[CH:10][C:11]=2[C:12]2[C:4]1=[CH:3][C:2]([C:53]#[C:54][C:55]([CH3:58])([OH:57])[CH3:56])=[CH:14][CH:13]=2. (7) The product is: [Cl:22][C:14]1[C:15]([F:21])=[CH:16][CH:17]=[C:18]([O:19][CH3:20])[C:13]=1[C@H:11]([C:10]1[C:4]2[C:5](=[N:6][CH:7]=[C:2]([C:28]3[C:24]([CH3:23])=[N:25][NH:26][CH:27]=3)[CH:3]=2)[NH:8][CH:9]=1)[CH3:12]. Given the reactants Br[C:2]1[CH:3]=[C:4]2[C:10]([C@@H:11]([C:13]3[C:18]([O:19][CH3:20])=[CH:17][CH:16]=[C:15]([F:21])[C:14]=3[Cl:22])[CH3:12])=[CH:9][NH:8][C:5]2=[N:6][CH:7]=1.[CH3:23][C:24]1[C:28](B2OC(C)(C)C(C)(C)O2)=[CH:27][NH:26][N:25]=1.C(=O)([O-])[O-].[K+].[K+].O1CCOCC1.O, predict the reaction product. (8) The product is: [C:16]([O:15][C:13]([NH:12][CH2:11][C:10]1[CH:20]=[CH:21][C:7]([CH:26]([OH:27])[CH2:25][C:24]([CH3:29])([CH3:28])[CH3:23])=[C:8]([Cl:22])[CH:9]=1)=[O:14])([CH3:19])([CH3:18])[CH3:17]. Given the reactants C([Li])CCC.Br[C:7]1[CH:21]=[CH:20][C:10]([CH2:11][NH:12][C:13]([O:15][C:16]([CH3:19])([CH3:18])[CH3:17])=[O:14])=[CH:9][C:8]=1[Cl:22].[CH3:23][C:24]([CH3:29])([CH3:28])[CH2:25][CH:26]=[O:27], predict the reaction product. (9) Given the reactants [H-].[H-].[H-].[H-].[Li+].[Al+3].[F:7][C:8]1[CH:13]=[CH:12][C:11]([N:14]2[C:18]3=[C:19]4[C:24](=[C:25]([C:27]5[CH:28]=[N:29][CH:30]=[CH:31][CH:32]=5)[CH:26]=[C:17]3[C:16]([C:33](OC)=[O:34])=[N:15]2)[CH:23]=[N:22][CH:21]=[CH:20]4)=[CH:10][CH:9]=1.O.[OH-].[Na+], predict the reaction product. The product is: [F:7][C:8]1[CH:9]=[CH:10][C:11]([N:14]2[C:18]3=[C:19]4[C:24](=[C:25]([C:27]5[CH:28]=[N:29][CH:30]=[CH:31][CH:32]=5)[CH:26]=[C:17]3[C:16]([CH2:33][OH:34])=[N:15]2)[CH:23]=[N:22][CH:21]=[CH:20]4)=[CH:12][CH:13]=1.